Predict the reaction yield, written as a fraction of the theoretical maximum amount of product (1.0 means a 100% yield; for example, 0.34 means a 34% yield). From a dataset of Reaction yield outcomes from USPTO patents with 853,638 reactions. (1) The reactants are Cl[C:2]1[CH:7]=[CH:6][N:5]([C:8]2[CH:13]=[CH:12][C:11]([O:14][CH2:15][C:16]([OH:19])([CH3:18])[CH3:17])=[C:10]([O:20][CH3:21])[CH:9]=2)[C:4](=[O:22])[CH:3]=1.[F:23][C:24]([F:36])([F:35])[O:25][C:26]1[CH:31]=[CH:30][C:29](B(O)O)=[CH:28][CH:27]=1.P([O-])([O-])([O-])=O.[K+].[K+].[K+]. The catalyst is CN(C=O)C.C(Cl)Cl.C1C=CC([P]([Pd]([P](C2C=CC=CC=2)(C2C=CC=CC=2)C2C=CC=CC=2)([P](C2C=CC=CC=2)(C2C=CC=CC=2)C2C=CC=CC=2)[P](C2C=CC=CC=2)(C2C=CC=CC=2)C2C=CC=CC=2)(C2C=CC=CC=2)C2C=CC=CC=2)=CC=1. The product is [OH:19][C:16]([CH3:18])([CH3:17])[CH2:15][O:14][C:11]1[CH:12]=[CH:13][C:8]([N:5]2[CH:6]=[CH:7][C:2]([C:29]3[CH:28]=[CH:27][C:26]([O:25][C:24]([F:23])([F:35])[F:36])=[CH:31][CH:30]=3)=[CH:3][C:4]2=[O:22])=[CH:9][C:10]=1[O:20][CH3:21]. The yield is 0.636. (2) The reactants are C[O:2][C:3]([C:5]1[C:6](=[O:23])[N:7]([CH3:22])[C:8]([C:12]2[CH:17]=[CH:16][CH:15]=[C:14]([C:18]([F:21])([F:20])[F:19])[CH:13]=2)=[CH:9][C:10]=1[CH3:11])=[O:4].[OH-].[Li+]. The catalyst is C1COCC1.CO. The product is [CH3:22][N:7]1[C:8]([C:12]2[CH:17]=[CH:16][CH:15]=[C:14]([C:18]([F:19])([F:20])[F:21])[CH:13]=2)=[CH:9][C:10]([CH3:11])=[C:5]([C:3]([OH:4])=[O:2])[C:6]1=[O:23]. The yield is 0.940.